Dataset: Reaction yield outcomes from USPTO patents with 853,638 reactions. Task: Predict the reaction yield, written as a fraction of the theoretical maximum amount of product (1.0 means a 100% yield; for example, 0.34 means a 34% yield). (1) The reactants are O[CH2:2][CH2:3][C:4]1[CH:11]=[CH:10][C:7]([C:8]#[N:9])=[CH:6][CH:5]=1.[C:12]1(=[O:22])[NH:16][C:15](=[O:17])[C:14]2=[CH:18][CH:19]=[CH:20][CH:21]=[C:13]12.C1(P(C2C=CC=CC=2)C2C=CC=CC=2)C=CC=CC=1.N(C(OCC)=O)=NC(OCC)=O. The catalyst is CN(C)C=O. The product is [O:17]=[C:15]1[C:14]2[C:13](=[CH:21][CH:20]=[CH:19][CH:18]=2)[C:12](=[O:22])[N:16]1[CH2:2][CH2:3][C:4]1[CH:11]=[CH:10][C:7]([C:8]#[N:9])=[CH:6][CH:5]=1. The yield is 0.930. (2) The reactants are [O:1]1[CH:5]=[CH:4][CH:3]=[CH:2]1.[F:6][C:7](=[CH2:12])[C:8]([O:10][CH3:11])=[O:9]. The catalyst is CCOC(C)=O.[I-].[Zn+2].[I-]. The product is [F:6][C@:7]1([C:8]([O:10][CH3:11])=[O:9])[CH2:12][C@H:2]2[O:1][C@@H:5]1[CH:4]=[CH:3]2. The yield is 0.244. (3) The reactants are [OH2:1].ON1[C:7](=O)[CH2:6][CH2:5][C:4]1=[O:9].[C:10]([OH:18])(=[O:17])[C:11]1[CH:16]=[CH:15][CH:14]=[CH:13][CH:12]=1. The catalyst is CC1C=CC(C)=CC=1. The product is [CH3:4][C:14]1[CH:13]=[CH:12][C:11]([C:10]([OH:18])=[O:17])=[CH:16][CH:15]=1.[C:10]([OH:18])(=[O:17])[C:11]1[CH:12]=[CH:13][C:5]([C:4]([OH:9])=[O:1])=[CH:6][CH:7]=1. The yield is 0.0131.